Dataset: Reaction yield outcomes from USPTO patents with 853,638 reactions. Task: Predict the reaction yield, written as a fraction of the theoretical maximum amount of product (1.0 means a 100% yield; for example, 0.34 means a 34% yield). (1) The reactants are [Br:1][C:2]1[CH:3]=[C:4]2[C:8](=[CH:9][CH:10]=1)[NH:7][CH2:6][CH2:5]2.[N+:11]([O-])([O-:13])=[O:12].[K+].C([O-])([O-])=O.[Na+].[Na+]. The catalyst is OS(O)(=O)=O. The product is [Br:1][C:2]1[CH:3]=[C:4]2[C:8](=[CH:9][C:10]=1[N+:11]([O-:13])=[O:12])[NH:7][CH2:6][CH2:5]2. The yield is 0.760. (2) The reactants are N(C(N1CCCCC1)=O)=NC(N1CCCCC1)=O.[Cl:19][C:20]1[CH:39]=[CH:38][C:23]([NH:24][C:25]2[C:34]3[C:29](=[CH:30][C:31]([OH:37])=[C:32]([O:35][CH3:36])[CH:33]=3)[N:28]=[CH:27][N:26]=2)=[C:22]([F:40])[CH:21]=1.[CH:41]1([O:46][CH2:47][CH2:48]O)[CH2:45][CH2:44][CH2:43][CH2:42]1.C(P(CCCC)CCCC)CCC. The catalyst is C(Cl)Cl.CCOCC. The product is [ClH:19].[Cl:19][C:20]1[CH:39]=[CH:38][C:23]([NH:24][C:25]2[C:34]3[C:29](=[CH:30][C:31]([O:37][CH2:48][CH2:47][O:46][CH:41]4[CH2:45][CH2:44][CH2:43][CH2:42]4)=[C:32]([O:35][CH3:36])[CH:33]=3)[N:28]=[CH:27][N:26]=2)=[C:22]([F:40])[CH:21]=1. The yield is 0.600. (3) The reactants are B(Br)(Br)[Br:2].Cl.Cl.Cl.[F:8][C:9]1[C:10]([O:38]C)=[CH:11][C:12]([CH2:33][C:34]([F:37])([F:36])[F:35])=[C:13]([C:15]2[CH:23]=[C:22]3[C:18]([C:19]([C:24]4[NH:32][C:27]5[CH2:28][NH:29][CH2:30][CH2:31][C:26]=5[N:25]=4)=[N:20][NH:21]3)=[CH:17][CH:16]=2)[CH:14]=1. The catalyst is C(Cl)Cl. The product is [BrH:2].[BrH:2].[F:8][C:9]1[CH:14]=[C:13]([C:15]2[CH:23]=[C:22]3[C:18]([C:19]([C:24]4[NH:25][C:26]5[CH2:31][CH2:30][NH:29][CH2:28][C:27]=5[N:32]=4)=[N:20][NH:21]3)=[CH:17][CH:16]=2)[C:12]([CH2:33][C:34]([F:35])([F:36])[F:37])=[CH:11][C:10]=1[OH:38]. The yield is 0.670. (4) The catalyst is C(OCC)C. The reactants are Cl.[C:2]12([CH2:12][CH2:13][N:14]([CH2:22][CH2:23][CH2:24][CH2:25][CH3:26])[C:15]([C@H:17]3[CH2:21][CH2:20][CH2:19][NH:18]3)=[O:16])[CH2:11][CH:6]3[CH2:7][CH:8]([CH2:10][CH:4]([CH2:5]3)[CH2:3]1)[CH2:9]2.C(=O)([O-])[O-].[K+].[K+].CI.Cl.[Cl:36][CH2:37][CH2:38][C:39]1[CH:44]=[CH:43][N:42]=[CH:41][CH:40]=1.[OH-].[Na+]. The product is [ClH:36].[C:2]12([CH2:12][CH2:13][N:14]([CH2:22][CH2:23][CH2:24][CH2:25][CH3:26])[C:15]([C@H:17]3[CH2:21][CH2:20][CH2:19][N:18]3[CH2:37][CH2:38][C:39]3[CH:44]=[CH:43][N:42]=[CH:41][CH:40]=3)=[O:16])[CH2:9][CH:8]3[CH2:10][CH:4]([CH2:5][CH:6]([CH2:7]3)[CH2:11]1)[CH2:3]2. The yield is 0.470. (5) The reactants are Br[C:2]1[CH:7]=[CH:6]N=[C:4]2[N:8]([CH3:13])[CH:9]=[C:10]([CH:11]=[O:12])[C:3]=12.[CH3:14][NH:15][C:16]1[CH:21]=[CH:20][CH:19]=[CH:18][CH:17]=1.[CH:22]1(P(C2CCCCC2)C2C=CC=CC=2C2C(C(C)C)=CC(C(C)C)=CC=2C(C)C)CCCCC1.C(=O)([O-])[O-].[K+].[K+]. The product is [CH3:13][N:8]1[C:4]2[C:3](=[C:2]([N:15]([CH3:14])[C:16]3[CH:21]=[CH:20][CH:19]=[CH:18][CH:17]=3)[CH:7]=[CH:6][CH:22]=2)[C:10]([CH:11]=[O:12])=[CH:9]1. The catalyst is C(O)(C)(C)C.C1C=CC(/C=C/C(/C=C/C2C=CC=CC=2)=O)=CC=1.C1C=CC(/C=C/C(/C=C/C2C=CC=CC=2)=O)=CC=1.C1C=CC(/C=C/C(/C=C/C2C=CC=CC=2)=O)=CC=1.[Pd].[Pd]. The yield is 0.290. (6) The reactants are [OH:1][CH2:2][C:3]1[N:7]([C:8]2[CH:15]=[CH:14][C:11]([C:12]#[N:13])=[CH:10][CH:9]=2)[CH:6]=[N:5][CH:4]=1. The catalyst is ClCCl.O=[Mn]=O. The product is [CH:2]([C:3]1[N:7]([C:8]2[CH:15]=[CH:14][C:11]([C:12]#[N:13])=[CH:10][CH:9]=2)[CH:6]=[N:5][CH:4]=1)=[O:1]. The yield is 0.690.